The task is: Regression. Given a peptide amino acid sequence and an MHC pseudo amino acid sequence, predict their binding affinity value. This is MHC class II binding data.. This data is from Peptide-MHC class II binding affinity with 134,281 pairs from IEDB. (1) The peptide sequence is QVAFSYFPPPAAKED. The MHC is HLA-DPA10201-DPB11401 with pseudo-sequence HLA-DPA10201-DPB11401. The binding affinity (normalized) is 0.0337. (2) The peptide sequence is SREVLLLTIGLSLVA. The MHC is DRB1_1302 with pseudo-sequence DRB1_1302. The binding affinity (normalized) is 0.733. (3) The peptide sequence is GELQIVDKIDAAYKI. The MHC is DRB1_1501 with pseudo-sequence DRB1_1501. The binding affinity (normalized) is 0.624.